Dataset: Catalyst prediction with 721,799 reactions and 888 catalyst types from USPTO. Task: Predict which catalyst facilitates the given reaction. Reactant: [NH2:1][C:2]1[CH:3]=[C:4]([CH:18]=[CH:19][CH:20]=1)[C:5]([C:7]1[N:8]=[CH:9][N:10]([S:12]([N:15]([CH3:17])[CH3:16])(=[O:14])=[O:13])[CH:11]=1)=[O:6].[CH2:21]([S:23](Cl)(=[O:25])=[O:24])[CH3:22]. Product: [CH2:21]([S:23]([NH:1][C:2]1[CH:3]=[C:4]([CH:18]=[CH:19][CH:20]=1)[C:5]([C:7]1[N:8]=[CH:9][N:10]([S:12]([N:15]([CH3:17])[CH3:16])(=[O:13])=[O:14])[CH:11]=1)=[O:6])(=[O:25])=[O:24])[CH3:22]. The catalyst class is: 17.